Predict the product of the given reaction. From a dataset of Forward reaction prediction with 1.9M reactions from USPTO patents (1976-2016). (1) Given the reactants [C:1]([CH:3]([C:25]1[CH:30]=[CH:29][C:28]([Cl:31])=[C:27]([Cl:32])[CH:26]=1)[N:4]1[C:13]2[C:8](=[CH:9][CH:10]=[C:11]([C:14]([F:17])([F:16])[F:15])[CH:12]=2)[N:7]([C:18]([O:20][CH2:21][CH3:22])=[O:19])[CH:6]([CH2:23][CH3:24])[CH2:5]1)#[N:2].[N-:33]=[N+:34]=[N-:35].[Na+].[NH4+].[Cl-], predict the reaction product. The product is: [Cl:32][C:27]1[CH:26]=[C:25]([CH:3]([C:1]2[N:33]=[N:34][NH:35][N:2]=2)[N:4]2[C:13]3[C:8](=[CH:9][CH:10]=[C:11]([C:14]([F:15])([F:16])[F:17])[CH:12]=3)[N:7]([C:18]([O:20][CH2:21][CH3:22])=[O:19])[CH:6]([CH2:23][CH3:24])[CH2:5]2)[CH:30]=[CH:29][C:28]=1[Cl:31]. (2) Given the reactants Cl.[CH2:2]([O:4][C:5]1[CH:23]=[C:22]([F:24])[C:8]([CH2:9][N:10]2[C:18]3[C:13](=[CH:14][CH:15]=[CH:16][CH:17]=3)[C:12]([C:19](=[NH:21])[NH2:20])=[N:11]2)=[C:7]([F:25])[CH:6]=1)[CH3:3].[CH3:26][O:27][CH:28]([C:31]#[N:32])[C:29]#[N:30].C(N(CC)CC)C, predict the reaction product. The product is: [CH2:2]([O:4][C:5]1[CH:6]=[C:7]([F:25])[C:8]([CH2:9][N:10]2[C:18]3[C:13](=[CH:14][CH:15]=[CH:16][CH:17]=3)[C:12]([C:19]3[N:20]=[C:31]([NH2:32])[C:28]([O:27][CH3:26])=[C:29]([NH2:30])[N:21]=3)=[N:11]2)=[C:22]([F:24])[CH:23]=1)[CH3:3]. (3) The product is: [Cl:1][C:2]1[CH:3]=[CH:4][C:5]([NH:10][C:11]2[C:16]([Cl:17])=[CH:15][N:14]=[C:13]([NH:25][C:23]3[N:22]([CH:26]([CH3:28])[CH3:27])[N:21]=[C:20]([CH3:19])[CH:24]=3)[CH:12]=2)=[C:6]([CH:9]=1)[C:7]#[N:8]. Given the reactants [Cl:1][C:2]1[CH:3]=[CH:4][C:5]([NH:10][C:11]2[C:16]([Cl:17])=[CH:15][N:14]=[C:13](Cl)[CH:12]=2)=[C:6]([CH:9]=1)[C:7]#[N:8].[CH3:19][C:20]1[CH:24]=[C:23]([NH2:25])[N:22]([CH:26]([CH3:28])[CH3:27])[N:21]=1.C(=O)([O-])[O-].[Cs+].[Cs+].C1C=CC(P(C2C(OC3C(P(C4C=CC=CC=4)C4C=CC=CC=4)=CC=CC=3)=CC=CC=2)C2C=CC=CC=2)=CC=1, predict the reaction product. (4) Given the reactants [CH2:1]([C:3]1[CH:8]=[CH:7][C:6]([OH:9])=[C:5]([CH3:10])[CH:4]=1)[CH3:2].[Mg+2].[Cl-].[Cl-].Cl.C[CH2:16][O:17]C(C)=O, predict the reaction product. The product is: [CH2:1]([C:3]1[CH:4]=[C:5]([CH3:10])[C:6]([OH:9])=[C:7]([CH:8]=1)[CH:16]=[O:17])[CH3:2].